From a dataset of Forward reaction prediction with 1.9M reactions from USPTO patents (1976-2016). Predict the product of the given reaction. Given the reactants [CH2:1]([N:4]1[CH:8]=[C:7](Br)[C:6]([C:10]#[N:11])=[N:5]1)[CH:2]=[CH2:3].[Li]CCCC.[F:17][C:18]([F:38])([F:37])[C:19]([C:21]1[CH:22]=[C:23]2[C:27](=[CH:28][CH:29]=1)[N:26]([C:30]1[CH:35]=[CH:34][C:33]([F:36])=[CH:32][CH:31]=1)[N:25]=[CH:24]2)=[O:20], predict the reaction product. The product is: [CH2:1]([N:4]1[CH:8]=[C:7]([C:19]([C:21]2[CH:22]=[C:23]3[C:27](=[CH:28][CH:29]=2)[N:26]([C:30]2[CH:35]=[CH:34][C:33]([F:36])=[CH:32][CH:31]=2)[N:25]=[CH:24]3)([OH:20])[C:18]([F:37])([F:17])[F:38])[C:6]([C:10]#[N:11])=[N:5]1)[CH:2]=[CH2:3].